This data is from Full USPTO retrosynthesis dataset with 1.9M reactions from patents (1976-2016). The task is: Predict the reactants needed to synthesize the given product. (1) Given the product [Cl:1][C:2]1[C:7]2[C:8]([CH3:9])=[N:13][NH:14][C:6]=2[CH:5]=[CH:4][N:3]=1, predict the reactants needed to synthesize it. The reactants are: [Cl:1][C:2]1[C:7]([C:8](=O)[CH3:9])=[C:6](Cl)[CH:5]=[CH:4][N:3]=1.O.[NH2:13][NH2:14]. (2) Given the product [CH2:15]([NH:17][C:18]1[N:20]=[C:5]([C:6](=[O:8])[CH3:7])[CH:4]=[CH:3][N:19]=1)[CH3:16], predict the reactants needed to synthesize it. The reactants are: CN(C)[CH:3]=[CH:4][C:5](=O)[C:6](OC)([O:8]C)[CH3:7].Cl.[CH2:15]([NH:17][C:18]([NH2:20])=[NH:19])[CH3:16].[O-]CC.[Na+]. (3) Given the product [C:11]([O:5][C:3]([CH3:6])([CH3:4])[C:2]([Cl:8])([Cl:7])[Cl:1])(=[O:12])[C:10]([CH3:16])=[CH2:15].[Cl:9][C:10]([CH3:16])([CH3:15])[C:11]([O:5][C:3]([CH3:6])([CH3:4])[C:2]([Cl:8])([Cl:7])[Cl:1])=[O:12], predict the reactants needed to synthesize it. The reactants are: [Cl:1][C:2]([Cl:8])([Cl:7])[C:3]([CH3:6])([OH:5])[CH3:4].[Cl:9][C:10]([CH3:16])([CH3:15])[C:11](OC)=[O:12]. (4) Given the product [C:1]([C:3]1([NH:4][C:5](=[O:33])[C@H:6]([CH2:29][CH:30]([CH3:31])[CH3:32])[NH:7][C@@H:8]([C:13]2[CH:18]=[CH:17][C:16]([C:19]3[CH:20]=[CH:21][C:22]([S:25]([CH3:28])(=[O:27])=[O:26])=[CH:23][CH:24]=3)=[CH:15][CH:14]=2)[C:9]([F:10])([F:12])[F:11])[CH2:45][CH2:44]1)#[N:2], predict the reactants needed to synthesize it. The reactants are: [C:1]([CH2:3][NH:4][C:5](=[O:33])[C@H:6]([CH2:29][CH:30]([CH3:32])[CH3:31])[NH:7][C@@H:8]([C:13]1[CH:18]=[CH:17][C:16]([C:19]2[CH:24]=[CH:23][C:22]([S:25]([CH3:28])(=[O:27])=[O:26])=[CH:21][CH:20]=2)=[CH:15][CH:14]=1)[C:9]([F:12])([F:11])[F:10])#[N:2].F[P-](F)(F)(F)(F)F.N1(OC(N(C)C)=[N+](C)C)[C:45]2N=CC=C[C:44]=2N=N1.Cl.C1(N)CC1.[NH4+].